Dataset: Catalyst prediction with 721,799 reactions and 888 catalyst types from USPTO. Task: Predict which catalyst facilitates the given reaction. (1) Reactant: [Br:1][C:2]1[CH:10]=[CH:9][C:5]([C:6](Cl)=[O:7])=[CH:4][CH:3]=1.[NH:11]1[CH2:15][CH2:14][C@@H:13]([OH:16])[CH2:12]1.[CH3:17][S:18](Cl)(=[O:20])=[O:19].C(OCC)C. Product: [Br:1][C:2]1[CH:10]=[CH:9][C:5]([C:6]([N:11]2[CH2:15][CH2:14][C@@H:13]([O:16][S:18]([CH3:17])(=[O:20])=[O:19])[CH2:12]2)=[O:7])=[CH:4][CH:3]=1. The catalyst class is: 643. (2) Reactant: [CH3:1][S:2]([C:5]1[CH:10]=[CH:9][C:8]([C:11]2[N:16]=[CH:15][C:14]([CH2:17][C:18]([N:20]3[CH2:25][CH2:24][N:23]([C:26]([O:28][C:29]([CH3:32])([CH3:31])[CH3:30])=[O:27])[CH2:22][CH2:21]3)=O)=[CH:13][CH:12]=2)=[CH:7][CH:6]=1)(=[O:4])=[O:3]. Product: [CH3:1][S:2]([C:5]1[CH:10]=[CH:9][C:8]([C:11]2[N:16]=[CH:15][C:14]([CH2:17][CH2:18][N:20]3[CH2:21][CH2:22][N:23]([C:26]([O:28][C:29]([CH3:32])([CH3:31])[CH3:30])=[O:27])[CH2:24][CH2:25]3)=[CH:13][CH:12]=2)=[CH:7][CH:6]=1)(=[O:3])=[O:4]. The catalyst class is: 1. (3) Reactant: Cl[C:2]1[C:11]2[N:12]=[CH:13][N:14]([CH3:15])[C:10]=2[C:9]2[CH:8]=[C:7]([Cl:16])[CH:6]=[CH:5][C:4]=2[N:3]=1.[NH:17]1[CH2:22][CH2:21][NH:20][CH2:19][CH2:18]1. Product: [Cl:16][C:7]1[CH:6]=[CH:5][C:4]2[N:3]=[C:2]([N:17]3[CH2:22][CH2:21][NH:20][CH2:19][CH2:18]3)[C:11]3[N:12]=[CH:13][N:14]([CH3:15])[C:10]=3[C:9]=2[CH:8]=1. The catalyst class is: 14. (4) Reactant: [Cl:1][C:2]1[CH:3]=[CH:4][C:5]([O:29][CH:30]([F:32])[F:31])=[C:6]([C:8]2[C:12]([NH:13][C:14]([C:16]3[CH:17]=[N:18][N:19]4[CH:24]=[CH:23][CH:22]=[N:21][C:20]=34)=[O:15])=[CH:11][N:10]([CH2:25][C:26](O)=[O:27])[N:9]=2)[CH:7]=1.Cl.[CH3:34][C:35]1([C:41]([O:43][CH2:44][CH2:45][N:46]([CH3:48])[CH3:47])=[O:42])[CH2:40][CH2:39][NH:38][CH2:37][CH2:36]1.CCN(C(C)C)C(C)C.CN(C(ON1N=NC2C=CC=NC1=2)=[N+](C)C)C.F[P-](F)(F)(F)(F)F. Product: [Cl:1][C:2]1[CH:3]=[CH:4][C:5]([O:29][CH:30]([F:32])[F:31])=[C:6]([C:8]2[C:12]([NH:13][C:14]([C:16]3[CH:17]=[N:18][N:19]4[CH:24]=[CH:23][CH:22]=[N:21][C:20]=34)=[O:15])=[CH:11][N:10]([CH2:25][C:26]([N:38]3[CH2:39][CH2:40][C:35]([CH3:34])([C:41]([O:43][CH2:44][CH2:45][N:46]([CH3:47])[CH3:48])=[O:42])[CH2:36][CH2:37]3)=[O:27])[N:9]=2)[CH:7]=1. The catalyst class is: 3. (5) Reactant: [CH3:1][C:2]([CH3:24])([O:4][C:5]([NH:7][C@@H:8]1[C:16]2[C:11](=[CH:12][CH:13]=[CH:14][CH:15]=2)[CH2:10][C@@H:9]1[O:17][CH:18]1[CH2:23][CH2:22][CH2:21][CH2:20][O:19]1)=[O:6])[CH3:3].[H-].[Na+].[CH3:27]I. Product: [CH3:3][C:2]([CH3:24])([O:4][C:5]([N:7]([C@@H:8]1[C:16]2[C:11](=[CH:12][CH:13]=[CH:14][CH:15]=2)[CH2:10][C@@H:9]1[O:17][CH:18]1[CH2:23][CH2:22][CH2:21][CH2:20][O:19]1)[CH3:27])=[O:6])[CH3:1]. The catalyst class is: 566. (6) Reactant: Br[C:2]1[CH:7]=[CH:6][N:5]=[C:4]2[N:8]([C:12]3[CH:17]=[CH:16][C:15]([O:18][CH3:19])=[CH:14][CH:13]=3)[N:9]=[C:10]([CH3:11])[C:3]=12.[C:20]([Cu])#[N:21]. Product: [CH3:19][O:18][C:15]1[CH:16]=[CH:17][C:12]([N:8]2[C:4]3[N:5]=[CH:6][CH:7]=[C:2]([C:20]#[N:21])[C:3]=3[C:10]([CH3:11])=[N:9]2)=[CH:13][CH:14]=1. The catalyst class is: 18. (7) Reactant: C(OC([NH:8][CH2:9][CH2:10][C:11]1[CH:12]=[N+:13]([O-:18])[CH:14]=[C:15]([Cl:17])[CH:16]=1)=O)(C)(C)C.C(O)(C(F)(F)F)=O. Product: [NH2:8][CH2:9][CH2:10][C:11]1[CH:12]=[N+:13]([O-:18])[CH:14]=[C:15]([Cl:17])[CH:16]=1. The catalyst class is: 2. (8) Reactant: [Cl:1][C:2]1[CH:3]=[C:4]([CH2:8][CH2:9][NH:10][CH2:11][C:12]2[CH:17]=[CH:16][CH:15]=[C:14]([OH:18])[CH:13]=2)[CH:5]=[CH:6][CH:7]=1.ClCCl.[C:22](O[C:22]([O:24][C:25]([CH3:28])([CH3:27])[CH3:26])=[O:23])([O:24][C:25]([CH3:28])([CH3:27])[CH3:26])=[O:23].C(N(CC)CC)C. Product: [C:25]([O:24][C:22]([N:10]([CH2:11][C:12]1[CH:17]=[CH:16][CH:15]=[C:14]([OH:18])[CH:13]=1)[CH2:9][CH2:8][C:4]1[CH:5]=[CH:6][CH:7]=[C:2]([Cl:1])[CH:3]=1)=[O:23])([CH3:28])([CH3:27])[CH3:26]. The catalyst class is: 6. (9) Reactant: [OH:1][CH2:2][C:3]([CH2:7][OH:8])([CH2:5][OH:6])[CH3:4].CO[C:11](OC)([CH3:13])[CH3:12].S(=O)(=O)(O)O. Product: [CH3:4][C:3]1([CH2:7][OH:8])[CH2:5][O:6][C:11]([CH3:13])([CH3:12])[O:1][CH2:2]1. The catalyst class is: 21. (10) Reactant: [N+:1]([C:4]1[C:10]([OH:11])=[CH:9][CH:8]=[CH:7][C:5]=1[OH:6])([O-:3])=[O:2].[C:12](=O)([O-])[O-].[K+].[K+].CI. Product: [CH3:12][O:6][C:5]1[C:4]([N+:1]([O-:3])=[O:2])=[C:10]([OH:11])[CH:9]=[CH:8][CH:7]=1. The catalyst class is: 3.